Dataset: Full USPTO retrosynthesis dataset with 1.9M reactions from patents (1976-2016). Task: Predict the reactants needed to synthesize the given product. (1) Given the product [C:14]([C:12]1[CH:11]=[CH:10][C:4]([C:5]([O:7][CH2:8][CH3:9])=[O:6])=[C:3]([CH2:2][NH:18][C:19]2[CH:24]=[CH:23][CH:22]=[C:21]([C:25]3[N:26]=[C:27]([NH:33][C:34]4[CH:35]=[CH:36][C:37]([C:40]([N:42]5[CH2:47][CH2:46][O:45][CH2:44][CH2:43]5)=[O:41])=[CH:38][CH:39]=4)[C:28](=[O:32])[N:29]([CH3:31])[CH:30]=3)[C:20]=2[CH3:48])[CH:13]=1)([CH3:17])([CH3:16])[CH3:15], predict the reactants needed to synthesize it. The reactants are: Br[CH2:2][C:3]1[CH:13]=[C:12]([C:14]([CH3:17])([CH3:16])[CH3:15])[CH:11]=[CH:10][C:4]=1[C:5]([O:7][CH2:8][CH3:9])=[O:6].[NH2:18][C:19]1[C:20]([CH3:48])=[C:21]([C:25]2[N:26]=[C:27]([NH:33][C:34]3[CH:39]=[CH:38][C:37]([C:40]([N:42]4[CH2:47][CH2:46][O:45][CH2:44][CH2:43]4)=[O:41])=[CH:36][CH:35]=3)[C:28](=[O:32])[N:29]([CH3:31])[CH:30]=2)[CH:22]=[CH:23][CH:24]=1.C(N(C(C)C)CC)(C)C.C([O-])([O-])=O.[Na+].[Na+]. (2) Given the product [C:1]([O:5][C:6]([NH:8][C@@H:9]([CH2:13][N:14]([C:21]1[CH:22]=[CH:23][CH:24]=[CH:25][CH:26]=1)[C:15]1[N:16]=[CH:17][CH:18]=[CH:19][N:20]=1)[C:10]([NH2:29])=[O:11])=[O:7])([CH3:4])([CH3:3])[CH3:2], predict the reactants needed to synthesize it. The reactants are: [C:1]([O:5][C:6]([NH:8][C@@H:9]([CH2:13][N:14]([C:21]1[CH:26]=[CH:25][CH:24]=[CH:23][CH:22]=1)[C:15]1[N:20]=[CH:19][CH:18]=[CH:17][N:16]=1)[C:10](O)=[O:11])=[O:7])([CH3:4])([CH3:3])[CH3:2].C(N1C=CN=C1)([N:29]1C=CN=C1)=O.N.S(=O)(=O)(O)O. (3) Given the product [CH2:1]([O:8][CH2:9][CH2:10][C:11]1[CH:12]=[CH:13][C:14]([NH2:18])=[N:15][CH:16]=1)[C:2]1[CH:7]=[CH:6][CH:5]=[CH:4][CH:3]=1, predict the reactants needed to synthesize it. The reactants are: [CH2:1]([O:8][CH2:9][CH2:10][C:11]1[CH:12]=[CH:13][C:14](Cl)=[N:15][CH:16]=1)[C:2]1[CH:7]=[CH:6][CH:5]=[CH:4][CH:3]=1.[NH3:18].CO. (4) Given the product [N:32]1[CH:33]=[CH:34][CH:35]=[N:36][C:31]=1[NH2:30].[CH2:1]([N:8]1[CH2:13][CH2:12][CH:11]([N:14]2[C:18]3[N:19]=[C:20]([C:34]4[CH:33]=[N:32][C:31]([NH2:30])=[N:36][CH:35]=4)[N:21]=[C:22]([N:23]4[CH2:28][CH2:27][O:26][CH2:25][CH2:24]4)[C:17]=3[N:16]=[N:15]2)[CH2:10][CH2:9]1)[C:2]1[CH:7]=[CH:6][CH:5]=[CH:4][CH:3]=1, predict the reactants needed to synthesize it. The reactants are: [CH2:1]([N:8]1[CH2:13][CH2:12][CH:11]([N:14]2[C:18]3[N:19]=[C:20](Cl)[N:21]=[C:22]([N:23]4[CH2:28][CH2:27][O:26][CH2:25][CH2:24]4)[C:17]=3[N:16]=[N:15]2)[CH2:10][CH2:9]1)[C:2]1[CH:7]=[CH:6][CH:5]=[CH:4][CH:3]=1.[NH2:30][C:31]1[N:36]=[C:35](B(O)O)[CH:34]=[CH:33][N:32]=1. (5) Given the product [C:1]1([CH2:11][NH:12][S:13]([C:16]2[CH:17]=[C:18]([CH:22]=[CH:23][C:24]([Cl:27])=[O:26])[CH:19]=[CH:20][CH:21]=2)(=[O:15])=[O:14])[C:10]2[C:5](=[CH:6][CH:7]=[CH:8][CH:9]=2)[CH:4]=[CH:3][CH:2]=1, predict the reactants needed to synthesize it. The reactants are: [C:1]1([CH2:11][NH:12][S:13]([C:16]2[CH:17]=[C:18]([CH:22]=[CH:23][C:24]([OH:26])=O)[CH:19]=[CH:20][CH:21]=2)(=[O:15])=[O:14])[C:10]2[C:5](=[CH:6][CH:7]=[CH:8][CH:9]=2)[CH:4]=[CH:3][CH:2]=1.[Cl:27]CCl.